Task: Predict the reactants needed to synthesize the given product.. Dataset: Full USPTO retrosynthesis dataset with 1.9M reactions from patents (1976-2016) (1) The reactants are: [NH2:1][C:2]1[CH:12]=[CH:11][CH:10]=[CH:9][C:3]=1[C:4]([O:6][CH2:7][CH3:8])=[O:5].Cl[CH2:14][CH2:15][N:16]([CH2:28][CH2:29]Cl)[CH2:17][C@@H:18]1[O:23][C:22]2[CH:24]=[CH:25][CH:26]=[CH:27][C:21]=2[O:20][CH2:19]1. Given the product [O:23]1[C@@H:18]([CH2:17][N:16]2[CH2:15][CH2:14][N:1]([C:2]3[CH:12]=[CH:11][CH:10]=[CH:9][C:3]=3[C:4]([O:6][CH2:7][CH3:8])=[O:5])[CH2:29][CH2:28]2)[CH2:19][O:20][C:21]2[CH:27]=[CH:26][CH:25]=[CH:24][C:22]1=2, predict the reactants needed to synthesize it. (2) Given the product [CH2:17]([N:19]1[CH2:24][CH2:23][C:22]([OH:25])([C:2]2[CH:7]=[CH:6][CH:5]=[C:4]([O:8][CH:9]([CH3:11])[CH3:10])[CH:3]=2)[CH2:21][CH2:20]1)[CH3:18], predict the reactants needed to synthesize it. The reactants are: Br[C:2]1[CH:7]=[CH:6][CH:5]=[C:4]([O:8][CH:9]([CH3:11])[CH3:10])[CH:3]=1.C([Li])CCC.[CH2:17]([N:19]1[CH2:24][CH2:23][C:22](=[O:25])[CH2:21][CH2:20]1)[CH3:18].Cl. (3) The reactants are: [NH2:1][C:2]1[CH:3]=[C:4]([CH:7]=[CH:8][CH:9]=1)[C:5]#[N:6].Cl.[NH2:11][OH:12].C(=O)([O-])[O-].[K+].[K+]. Given the product [NH2:1][C:2]1[CH:3]=[C:4]([C:5](=[NH:6])[NH:11][OH:12])[CH:7]=[CH:8][CH:9]=1, predict the reactants needed to synthesize it. (4) Given the product [CH3:13][N:7]1[CH:6]=[CH:5][C:4]2[C:9](=[CH:10][CH:11]=[C:2]([CH3:14])[CH:3]=2)[C:8]1=[O:12], predict the reactants needed to synthesize it. The reactants are: Br[C:2]1[CH:3]=[C:4]2[C:9](=[CH:10][CH:11]=1)[C:8](=[O:12])[N:7]([CH3:13])[CH:6]=[CH:5]2.[CH3:14]B(O)O.C([O-])([O-])=O.[K+].[K+]. (5) Given the product [NH:9]1[C:10]2[C:6](=[CH:5][CH:4]=[CH:3][C:2]=2[NH:1][C:16]2[CH:17]=[CH:12][N:13]=[C:14]([NH:18][C:19]3[CH:24]=[C:23]([O:25][CH3:26])[C:22]([O:27][CH3:28])=[C:21]([O:29][CH3:30])[CH:20]=3)[N:15]=2)[CH:7]=[N:8]1, predict the reactants needed to synthesize it. The reactants are: [NH2:1][C:2]1[CH:3]=[CH:4][CH:5]=[C:6]2[C:10]=1[NH:9][N:8]=[CH:7]2.Cl[C:12]1[CH:17]=[CH:16][N:15]=[C:14]([NH:18][C:19]2[CH:24]=[C:23]([O:25][CH3:26])[C:22]([O:27][CH3:28])=[C:21]([O:29][CH3:30])[CH:20]=2)[N:13]=1.Cl.